From a dataset of NCI-60 drug combinations with 297,098 pairs across 59 cell lines. Regression. Given two drug SMILES strings and cell line genomic features, predict the synergy score measuring deviation from expected non-interaction effect. (1) Drug 1: CC(C1=C(C=CC(=C1Cl)F)Cl)OC2=C(N=CC(=C2)C3=CN(N=C3)C4CCNCC4)N. Drug 2: COCCOC1=C(C=C2C(=C1)C(=NC=N2)NC3=CC=CC(=C3)C#C)OCCOC.Cl. Cell line: UACC62. Synergy scores: CSS=14.9, Synergy_ZIP=-1.66, Synergy_Bliss=3.67, Synergy_Loewe=2.86, Synergy_HSA=3.66. (2) Drug 1: CN1CCC(CC1)COC2=C(C=C3C(=C2)N=CN=C3NC4=C(C=C(C=C4)Br)F)OC. Drug 2: C1CC(C1)(C(=O)O)C(=O)O.[NH2-].[NH2-].[Pt+2]. Cell line: SK-MEL-5. Synergy scores: CSS=29.8, Synergy_ZIP=-3.86, Synergy_Bliss=4.59, Synergy_Loewe=0.163, Synergy_HSA=0.390. (3) Drug 1: C1=NC(=NC(=O)N1C2C(C(C(O2)CO)O)O)N. Drug 2: CC12CCC3C(C1CCC2O)C(CC4=C3C=CC(=C4)O)CCCCCCCCCS(=O)CCCC(C(F)(F)F)(F)F. Cell line: SF-539. Synergy scores: CSS=0.478, Synergy_ZIP=1.80, Synergy_Bliss=2.26, Synergy_Loewe=-0.242, Synergy_HSA=-1.54. (4) Cell line: CAKI-1. Drug 1: C1=CC=C(C=C1)NC(=O)CCCCCCC(=O)NO. Synergy scores: CSS=22.5, Synergy_ZIP=-7.45, Synergy_Bliss=1.46, Synergy_Loewe=0.0317, Synergy_HSA=0.232. Drug 2: COCCOC1=C(C=C2C(=C1)C(=NC=N2)NC3=CC=CC(=C3)C#C)OCCOC.Cl. (5) Drug 1: C1=NC2=C(N1)C(=S)N=C(N2)N. Drug 2: CN(CCCl)CCCl.Cl. Cell line: SK-MEL-5. Synergy scores: CSS=20.7, Synergy_ZIP=-3.36, Synergy_Bliss=1.46, Synergy_Loewe=-10.5, Synergy_HSA=-1.56.